From a dataset of Reaction yield outcomes from USPTO patents with 853,638 reactions. Predict the reaction yield, written as a fraction of the theoretical maximum amount of product (1.0 means a 100% yield; for example, 0.34 means a 34% yield). The reactants are [Cl:1][C:2]1[CH:7]=[C:6]([N:8]2[CH2:12][CH2:11][NH:10][C:9]2=[O:13])[CH:5]=[CH:4][N:3]=1.Br[C:15]1[CH:16]=[N:17][CH:18]=[CH:19][C:20]=1[CH:21]1[CH2:25][CH2:24][CH2:23][CH2:22]1.CN[C@@H]1CCCC[C@H]1NC.P([O-])([O-])([O-])=O.[K+].[K+].[K+]. The catalyst is [Cu](I)I.O1CCOCC1. The product is [Cl:1][C:2]1[CH:7]=[C:6]([N:8]2[CH2:12][CH2:11][N:10]([C:15]3[CH:16]=[N:17][CH:18]=[CH:19][C:20]=3[CH:21]3[CH2:25][CH2:24][CH2:23][CH2:22]3)[C:9]2=[O:13])[CH:5]=[CH:4][N:3]=1. The yield is 0.0200.